This data is from Peptide-MHC class II binding affinity with 134,281 pairs from IEDB. The task is: Regression. Given a peptide amino acid sequence and an MHC pseudo amino acid sequence, predict their binding affinity value. This is MHC class II binding data. The peptide sequence is AGGLLEQAAAVEEAS. The MHC is DRB1_0701 with pseudo-sequence DRB1_0701. The binding affinity (normalized) is 0.